Dataset: Full USPTO retrosynthesis dataset with 1.9M reactions from patents (1976-2016). Task: Predict the reactants needed to synthesize the given product. (1) Given the product [C:25]([O:24][C:22](=[O:23])[CH2:21][O:15][CH:12]1[CH2:13][CH2:14][N:9]([C:6]2[CH:5]=[CH:4][C:3]([C:2]([F:1])([F:16])[F:17])=[CH:8][CH:7]=2)[CH2:10][CH2:11]1)([CH3:28])([CH3:27])[CH3:26], predict the reactants needed to synthesize it. The reactants are: [F:1][C:2]([F:17])([F:16])[C:3]1[CH:8]=[CH:7][C:6]([N:9]2[CH2:14][CH2:13][CH:12]([OH:15])[CH2:11][CH2:10]2)=[CH:5][CH:4]=1.[OH-].[Na+].Br[CH2:21][C:22]([O:24][C:25]([CH3:28])([CH3:27])[CH3:26])=[O:23]. (2) Given the product [F:14][C:10]1[CH:9]=[C:8]([CH2:6][CH2:5][CH2:4][C:3]([OH:15])=[O:2])[CH:13]=[CH:12][CH:11]=1, predict the reactants needed to synthesize it. The reactants are: C[O:2][C:3](=[O:15])[CH2:4][CH2:5][C:6]([C:8]1[CH:13]=[CH:12][CH:11]=[C:10]([F:14])[CH:9]=1)=O.O.NN.[OH-].[K+].Cl.